Predict the reactants needed to synthesize the given product. From a dataset of Retrosynthesis with 50K atom-mapped reactions and 10 reaction types from USPTO. (1) Given the product COc1ccc(Cn2nc(C3CCN(C(=O)OC(C)(C)C)CC3)c3c(Oc4ccc(N)cc4F)ccnc32)cc1, predict the reactants needed to synthesize it. The reactants are: COc1ccc(Cn2nc(C3=CCN(C(=O)OC(C)(C)C)CC3)c3c(Oc4ccc(N)cc4F)ccnc32)cc1. (2) Given the product CCN(CC)C(=O)n1cc(CO)c(S(=O)(=O)c2cccc(Cl)c2C)n1, predict the reactants needed to synthesize it. The reactants are: CCN(CC)C(=O)n1cc(C=O)c(S(=O)(=O)c2cccc(Cl)c2C)n1. (3) Given the product CC(=O)Oc1ccc2ncc(OCCN3CCC(NC(=O)c4ccc5c(c4)NC(=O)CS5)CC3)nc2c1, predict the reactants needed to synthesize it. The reactants are: CC(=O)Cl.O=C1CSc2ccc(C(=O)NC3CCN(CCOc4cnc5ccc(O)cc5n4)CC3)cc2N1. (4) Given the product Cc1c(Sc2cccc(C(=O)NCCN(C)C)c2)c2ccc(Br)cc2n1Cc1ccccc1, predict the reactants needed to synthesize it. The reactants are: CN(C)CCN.Cc1c(Sc2cccc(C(=O)O)c2)c2ccc(Br)cc2n1Cc1ccccc1. (5) Given the product CN(C)c1cc(NC(=O)OC(C)(C)C)c(NC(=O)CC(=O)c2cccc(-n3cccn3)c2)cc1C(F)(F)F, predict the reactants needed to synthesize it. The reactants are: CC(C)(C)OC(=O)CC(=O)c1cccc(-n2cccn2)c1.CN(C)c1cc(NC(=O)OC(C)(C)C)c(N)cc1C(F)(F)F. (6) Given the product CCOC(=O)/C=C/c1c(C)nn(C)c1Oc1cc(O)c(Cl)cc1Cl, predict the reactants needed to synthesize it. The reactants are: CCOC(=O)CP(=O)(OCC)OCC.Cc1nn(C)c(Oc2cc(O)c(Cl)cc2Cl)c1C=O. (7) Given the product COC(=O)c1nc(N2CCN(c3ncccc3C(F)(F)F)CC2)n(COCC[Si](C)(C)C)c1-c1ccc(C(F)(F)F)cc1, predict the reactants needed to synthesize it. The reactants are: COC(=O)c1nc(N2CCN(c3ncccc3C(F)(F)F)CC2)n(COCC[Si](C)(C)C)c1Br.OB(O)c1ccc(C(F)(F)F)cc1. (8) Given the product CNC(=O)C(c1ccccc1)N1CCc2sc(C)c(C)c2C1CCc1ccc(OC)cc1, predict the reactants needed to synthesize it. The reactants are: CNC(=O)C(Br)c1ccccc1.COc1ccc(CCC2NCCc3sc(C)c(C)c32)cc1. (9) Given the product COc1ccc2c(Oc3ccc(NC(=O)c4c(C)n(C[C@H](C)OC(=O)CN(C)C)n(-c5ccccc5)c4=O)cc3F)ccnc2c1, predict the reactants needed to synthesize it. The reactants are: CN(C)CC(=O)O.COc1ccc2c(Oc3ccc(NC(=O)c4c(C)n(CC(C)O)n(-c5ccccc5)c4=O)cc3F)ccnc2c1.